Binary Classification. Given a miRNA mature sequence and a target amino acid sequence, predict their likelihood of interaction. From a dataset of Experimentally validated miRNA-target interactions with 360,000+ pairs, plus equal number of negative samples. (1) The miRNA is ath-miR398c-3p with sequence UGUGUUCUCAGGUCACCCCUG. The protein sequence of the target gene is MNKSQEQVSFKDVCVDFTQEEWYLLDPAQKILYRDVILENYSNLVSVGYCITKPEVIFKIEQGEEPWILEKGFPSQCHPERKWKVDDVLESSQENEDDHFWELLFHNNKTVSVENGDRGSKTFNLGTDPVSLRNYPYKICDSCEMNLKNISGLIISKKNCSRKKPDEFNVCEKLLLDIRHEKIPIGEKSYKYDQKRNAINYHQDLSQPSFGQSFEYSKNGQGFHDEAAFFTNKRSQIGETVCKYNECGRTFIESLKLNISQRPHLEMEPYGCSICGKSFCMNLRFGHQRALTKDNPYEYN.... Result: 0 (no interaction). (2) The miRNA is mmu-miR-3471 with sequence UGAGAUCCAACUGUAAGGCAUU. The protein sequence of the target gene is MGAQLSTLSHVVLSPVWFIYSLFMKLFQRSTPAITLENPDIKYPLRLIDKEVISPDTRRFRFALPSPQHILGLPIGQHIYLSTRIDGNLVIRPYTPVSSDDDKGFVDLVVKVYFKDTHPKFPAGGKMSQYLENMKIGDTIEFRGPNGLLVYQGKGKFAIRADKKSNPVVRTVKSVGMIAGGTGITPMLQVIRAVLKDPNDHTVCYLLFANQSEKDILLRPELEELRNEHSARFKLWYTVDKAPDAWDYSQGFVNEEMIRDHLPTPGEEPLILMCGPPPMIQFACLPNLERVGHPKERCFT.... Result: 0 (no interaction). (3) The miRNA is mmu-miR-590-3p with sequence UAAUUUUAUGUAUAAGCUAGU. The protein sequence of the target gene is MISDKSPPRLSRPSYGSISSLPGPAPQPAPCRETYLSEKIPIPSADQGTFSLRKLWAFTGPGFLMSIAFLDPGNIESDLQAGAVAGFKLLWVLLWATVLGLLCQRLAARLGVVTGKDLGEVCHLYYPKVPRILLWLTIELAIVGSDMQEVIGTAISFNLLSAGRIPLWDGVLITIVDTFFFLFLDNYGLRKLEAFFGLLITIMALTFGYEYVVAHPSQGALLKGLVLPTCPGCGQPELLQAVGIVGAIIMPHNIYLHSALVKSREVDRTRRVDVREANMYFLIEATIALSVSFIINLFVM.... Result: 0 (no interaction). (4) The miRNA is hsa-miR-4451 with sequence UGGUAGAGCUGAGGACA. The protein sequence of the target gene is MGSQGSPVKSYDYLLKFLLVGDSDVGKGEILESLQDGAAESPYAYSNGIDYKTTTILLDGRRVKLELWDTSGQGRFCTIFRSYSRGAQGILLVYDITNRWSFDGIDRWIKEIDEHAPGVPRILVGNRLHLAFKRQVPTEQARAYAEKNCMTFFEVSPLCNFNVIESFTELSRIVLMRHGMEKIWRPNRVFSLQDLCCRAIVSCTPVHLIDKLPLPVTIKSHLKSFSMANGMNAVMMHGRSYSLASGAGGGGSKGNSLKRSKSIRPPQSPPQNCSRSNCKIS. Result: 1 (interaction). (5) The miRNA is hsa-miR-6835-5p with sequence AGGGGGUAGAAAGUGGCUGAAG. The protein sequence of the target gene is MAPSGLKAVVGEKILSGVIRSVKKDGEWKVLIMDHPSMRILSSCCKMSDILAEGITIVEDINKRREPIPSLEAIYLLSPTEKSVQALIKDFQGTPTFTYKAAHIFFTDTCPEPLFSELGRSRLAKVVKTLKEIHLAFLPYEAQVFSLDAPHSTYNLYCPFRAEERTRQLEVLAQQIATLCATLQEYPAIRYRKGPEDTAQLAHAVLAKLNAFKADTPSLGEGPEKTRSQLLIMDRAADPVSPLLHELTFQAMAYDLLDIEQDTYRYETTGLSEAREKAVLLDEDDDLWVELRHMHIADVS.... Result: 0 (no interaction). (6) The miRNA is hsa-miR-4445-5p with sequence AGAUUGUUUCUUUUGCCGUGCA. The protein sequence of the target gene is MGTRDDEYDYLFKVVLIGDSGVGKSNLLSRFTRNEFNLESKSTIGVEFATRSIQVDGKTIKAQIWDTAGQERYRAITSAYYRGAVGALLVYDIAKHLTYENVERWLKELRDHADSNIVIMLVGNKSDLRHLRAVPTDEARAFAEKNGLSFIETSALDSTNVEAAFQTILTEIYRIVSQKQMSDRRENDMSPSNNVVPIHVPPTTENKPKVQCCQNI. Result: 0 (no interaction).